From a dataset of Reaction yield outcomes from USPTO patents with 853,638 reactions. Predict the reaction yield, written as a fraction of the theoretical maximum amount of product (1.0 means a 100% yield; for example, 0.34 means a 34% yield). (1) The reactants are [CH3:1][O:2][C:3]1[CH:8]=[CH:7][C:6]([N+:9]([O-])=O)=[C:5]([S:12][CH3:13])[CH:4]=1. The catalyst is CCOC(C)=O.CCO.[Pd]. The product is [CH3:1][O:2][C:3]1[CH:8]=[CH:7][C:6]([NH2:9])=[C:5]([S:12][CH3:13])[CH:4]=1. The yield is 0.610. (2) The reactants are C([O:3][C:4](=[O:23])[CH2:5][CH:6]([C:17]1[CH:22]=[CH:21][CH:20]=[CH:19][CH:18]=1)[C:7]([C:9]1[CH:14]=[CH:13][C:12]([O:15][CH3:16])=[CH:11][CH:10]=1)=[O:8])C.O.[OH-].[Na+]. The catalyst is CCO. The product is [CH3:16][O:15][C:12]1[CH:11]=[CH:10][C:9]([C:7](=[O:8])[CH:6]([C:17]2[CH:22]=[CH:21][CH:20]=[CH:19][CH:18]=2)[CH2:5][C:4]([OH:23])=[O:3])=[CH:14][CH:13]=1. The yield is 0.990. (3) The reactants are C([N:5]1[CH:13](O)[C:12]2[C:7](=[CH:8][CH:9]=[C:10]([Cl:15])[CH:11]=2)[C:6]1=[O:16])(C)(C)C.[NH2:17]N. The catalyst is C(O)(=O)C. The product is [Cl:15][C:10]1[CH:11]=[C:12]2[C:7](=[CH:8][CH:9]=1)[C:6]([OH:16])=[N:17][N:5]=[CH:13]2. The yield is 0.980. (4) The reactants are [C:1]1([CH:7]([C:13](OCC)=[O:14])[C:8](OCC)=[O:9])[CH:6]=[CH:5][CH:4]=[CH:3][CH:2]=1.O.P([O-])(O)(O)=O.[Na+].[BH4-].[Na+]. The catalyst is C(O)C. The product is [C:1]1([CH:7]([CH2:8][OH:9])[CH2:13][OH:14])[CH:6]=[CH:5][CH:4]=[CH:3][CH:2]=1. The yield is 0.690. (5) The reactants are Br[C:2]1[CH:3]=[C:4]([C:8]2[O:9][C:10]([C:13]3[CH:22]=[CH:21][C:20]4[C:15](=[CH:16][CH:17]=[CH:18][CH:19]=4)[CH:14]=3)=[N:11][N:12]=2)[CH:5]=[CH:6][CH:7]=1.[Na+].[I-:24].CN[C@@H]1CCCC[C@H]1NC.O1CCOCC1. The catalyst is N.[Cu]I.O. The product is [I:24][C:2]1[CH:3]=[C:4]([C:8]2[O:9][C:10]([C:13]3[CH:22]=[CH:21][C:20]4[C:15](=[CH:16][CH:17]=[CH:18][CH:19]=4)[CH:14]=3)=[N:11][N:12]=2)[CH:5]=[CH:6][CH:7]=1. The yield is 0.960. (6) The reactants are Br[C:2]1[C:3]([C:16]2[CH:21]=[CH:20][CH:19]=[CH:18][CH:17]=2)=[N:4][C:5]2[C:10]([N:11]=1)=[CH:9][C:8]([C:12]([O:14]C)=[O:13])=[CH:7][CH:6]=2.[F:22][C:23]([F:35])([F:34])[O:24][C:25]1[CH:26]=[C:27](B(O)O)[CH:28]=[CH:29][CH:30]=1. No catalyst specified. The product is [C:16]1([C:3]2[C:2]([C:27]3[CH:28]=[CH:29][CH:30]=[C:25]([O:24][C:23]([F:22])([F:34])[F:35])[CH:26]=3)=[N:11][C:10]3[C:5](=[CH:6][CH:7]=[C:8]([C:12]([OH:14])=[O:13])[CH:9]=3)[N:4]=2)[CH:17]=[CH:18][CH:19]=[CH:20][CH:21]=1. The yield is 0.550. (7) The reactants are Cl[C:2]1=[N:3][C:4]2[CH:16]=[CH:15][CH:14]=[CH:13][C:5]=2[O:6][C:7]2[CH:12]=[CH:11][CH:10]=[CH:9][C:8]1=2.[CH3:17][O:18][C:19]([C:21]1[CH:26]=[CH:25][C:24](B(O)O)=[CH:23][CH:22]=1)=[O:20].C([O-])([O-])=O.[Na+].[Na+].CCOC(C)=O. The catalyst is COCCOC.C1C=CC([P]([Pd]([P](C2C=CC=CC=2)(C2C=CC=CC=2)C2C=CC=CC=2)([P](C2C=CC=CC=2)(C2C=CC=CC=2)C2C=CC=CC=2)[P](C2C=CC=CC=2)(C2C=CC=CC=2)C2C=CC=CC=2)(C2C=CC=CC=2)C2C=CC=CC=2)=CC=1. The product is [CH:9]1[C:8]2[C:2]([C:24]3[CH:25]=[CH:26][C:21]([C:19]([O:18][CH3:17])=[O:20])=[CH:22][CH:23]=3)=[N:3][C:4]3[CH:16]=[CH:15][CH:14]=[CH:13][C:5]=3[O:6][C:7]=2[CH:12]=[CH:11][CH:10]=1. The yield is 0.990. (8) The product is [Cl:23][C:2]1[CH2:3][CH:4]([C:13]([O:15][CH2:16][CH3:17])=[O:14])[N:5]([C:7]2[CH:8]=[N:9][CH:10]=[CH:11][CH:12]=2)[N:6]=1. The yield is 0.790. The catalyst is O. The reactants are O=[C:2]1[NH:6][N:5]([C:7]2[CH:8]=[N:9][CH:10]=[CH:11][CH:12]=2)[CH:4]([C:13]([O:15][CH2:16][CH3:17])=[O:14])[CH2:3]1.C(#N)C.P(Cl)(Cl)([Cl:23])=O.C(=O)([O-])[O-].[Na+].[Na+].